Dataset: Forward reaction prediction with 1.9M reactions from USPTO patents (1976-2016). Task: Predict the product of the given reaction. The product is: [CH3:12][C:8]1[N:7]([C:5]2[S:6][C:2]([Sn:22]([CH2:23][CH2:24][CH2:25][CH3:26])([CH2:27][CH2:28][CH2:29][CH3:30])[CH2:18][CH2:19][CH2:20][CH3:21])=[CH:3][CH:4]=2)[CH:11]=[CH:10][N:9]=1. Given the reactants Br[C:2]1[S:6][C:5]([N:7]2[CH:11]=[CH:10][N:9]=[C:8]2[CH3:12])=[CH:4][CH:3]=1.[Li]CCCC.[CH2:18]([Sn:22](Cl)([CH2:27][CH2:28][CH2:29][CH3:30])[CH2:23][CH2:24][CH2:25][CH3:26])[CH2:19][CH2:20][CH3:21].[NH4+].[Cl-], predict the reaction product.